This data is from Full USPTO retrosynthesis dataset with 1.9M reactions from patents (1976-2016). The task is: Predict the reactants needed to synthesize the given product. (1) The reactants are: Cl[C:2](=[O:7])[C:3]([O:5][CH3:6])=[O:4].[NH2:8][C:9]1[CH:10]=[C:11]([C:27]2[CH:32]=[CH:31][C:30]([O:33][C:34]([F:37])([F:36])[F:35])=[CH:29][CH:28]=2)[CH:12]=[CH:13][C:14]=1[O:15][CH2:16][C:17]1[CH:22]=[CH:21][C:20]([C:23]([CH3:26])([CH3:25])[CH3:24])=[CH:19][CH:18]=1.C(=O)([O-])O.[Na+]. Given the product [C:23]([C:20]1[CH:21]=[CH:22][C:17]([CH2:16][O:15][C:14]2[CH:13]=[CH:12][C:11]([C:27]3[CH:32]=[CH:31][C:30]([O:33][C:34]([F:37])([F:35])[F:36])=[CH:29][CH:28]=3)=[CH:10][C:9]=2[NH:8][C:2](=[O:7])[C:3]([O:5][CH3:6])=[O:4])=[CH:18][CH:19]=1)([CH3:26])([CH3:24])[CH3:25], predict the reactants needed to synthesize it. (2) The reactants are: [NH2:1][C:2]1[CH:7]=[CH:6][CH:5]=[CH:4][C:3]=1[C:8]([C:10]1[CH:15]=[CH:14][C:13]([Cl:16])=[CH:12][CH:11]=1)=[O:9].C(N(CC)CC)C.[Cl:24][C:25]([Cl:30])([Cl:29])[C:26](Cl)=[O:27].O. Given the product [Cl:24][C:25]([Cl:30])([Cl:29])[C:26]([NH:1][C:2]1[CH:7]=[CH:6][CH:5]=[CH:4][C:3]=1[C:8](=[O:9])[C:10]1[CH:15]=[CH:14][C:13]([Cl:16])=[CH:12][CH:11]=1)=[O:27], predict the reactants needed to synthesize it. (3) Given the product [C:25]([O:24][C:22]([NH:21][C:18]1[S:19][CH:20]=[C:16](/[C:12](=[N:11]/[O:10][C:7]([CH3:8])([CH3:9])[C:6]([O:5][C:1]([CH3:4])([CH3:2])[CH3:3])=[O:29])/[C:13]([NH:30][C@@H:31]2[C:32](=[O:42])[NH:33][C@@H:34]2[CH2:35][N:36]2[C:40]([CH3:41])=[N:39][CH:38]=[N:37]2)=[O:15])[N:17]=1)=[O:23])([CH3:26])([CH3:28])[CH3:27], predict the reactants needed to synthesize it. The reactants are: [C:1]([O:5][C:6](=[O:29])[C:7]([O:10]/[N:11]=[C:12](/[C:16]1[N:17]=[C:18]([NH:21][C:22]([O:24][C:25]([CH3:28])([CH3:27])[CH3:26])=[O:23])[S:19][CH:20]=1)\[C:13]([OH:15])=O)([CH3:9])[CH3:8])([CH3:4])([CH3:3])[CH3:2].[NH2:30][C@H:31]1[C@@H:34]([CH2:35][N:36]2[C:40]([CH3:41])=[N:39][CH:38]=[N:37]2)[NH:33][C:32]1=[O:42].CCN=C=NCCCN(C)C.N1C=CC=CC=1. (4) Given the product [Br:1][C:2]1[CH:3]=[C:4]2[C:9](=[CH:10][CH:11]=1)[N:8]=[C:7]([C:12]1[CH:17]=[CH:16][CH:15]=[C:14]([F:18])[CH:13]=1)[CH:6]=[C:5]2[N:21]([CH3:22])[CH3:20], predict the reactants needed to synthesize it. The reactants are: [Br:1][C:2]1[CH:3]=[C:4]2[C:9](=[CH:10][CH:11]=1)[N:8]=[C:7]([C:12]1[CH:17]=[CH:16][CH:15]=[C:14]([F:18])[CH:13]=1)[CH:6]=[C:5]2Cl.[CH3:20][NH:21][CH3:22].O. (5) Given the product [N+:27]([CH2:30][C@@:6]1([CH2:8][C:9]([O:11][C:12]([CH3:15])([CH3:14])[CH3:13])=[O:10])[CH2:7][C@H:1]2[C@@H:5]1[CH:4]=[CH:3][CH2:2]2)([O-:29])=[O:28], predict the reactants needed to synthesize it. The reactants are: [C@H:1]12[CH2:7][C:6](=[CH:8][C:9]([O:11][C:12]([CH3:15])([CH3:14])[CH3:13])=[O:10])[C@H:5]1[CH:4]=[CH:3][CH2:2]2.N12CCCN=C1CCCCC2.[N+:27]([CH3:30])([O-:29])=[O:28].